Dataset: NCI-60 drug combinations with 297,098 pairs across 59 cell lines. Task: Regression. Given two drug SMILES strings and cell line genomic features, predict the synergy score measuring deviation from expected non-interaction effect. (1) Drug 1: CN(C)C1=NC(=NC(=N1)N(C)C)N(C)C. Drug 2: COCCOC1=C(C=C2C(=C1)C(=NC=N2)NC3=CC=CC(=C3)C#C)OCCOC.Cl. Cell line: SK-MEL-5. Synergy scores: CSS=-1.09, Synergy_ZIP=-0.412, Synergy_Bliss=-3.56, Synergy_Loewe=-14.0, Synergy_HSA=-8.48. (2) Drug 1: CC1=C(C(=O)C2=C(C1=O)N3CC4C(C3(C2COC(=O)N)OC)N4)N. Drug 2: N.N.Cl[Pt+2]Cl. Cell line: HCT-15. Synergy scores: CSS=34.9, Synergy_ZIP=-7.56, Synergy_Bliss=-3.44, Synergy_Loewe=-12.3, Synergy_HSA=-0.247. (3) Drug 1: C1CCN(CC1)CCOC2=CC=C(C=C2)C(=O)C3=C(SC4=C3C=CC(=C4)O)C5=CC=C(C=C5)O. Drug 2: CC1C(C(CC(O1)OC2CC(CC3=C2C(=C4C(=C3O)C(=O)C5=C(C4=O)C(=CC=C5)OC)O)(C(=O)C)O)N)O.Cl. Synergy scores: CSS=37.4, Synergy_ZIP=-2.10, Synergy_Bliss=0.127, Synergy_Loewe=-35.6, Synergy_HSA=-0.447. Cell line: IGROV1. (4) Synergy scores: CSS=58.6, Synergy_ZIP=2.22, Synergy_Bliss=1.39, Synergy_Loewe=-2.97, Synergy_HSA=6.86. Cell line: NCI-H460. Drug 2: C1=CC(=C(C=C1I)F)NC2=C(C=CC(=C2F)F)C(=O)NOCC(CO)O. Drug 1: CC1=C2C(C(=O)C3(C(CC4C(C3C(C(C2(C)C)(CC1OC(=O)C(C(C5=CC=CC=C5)NC(=O)C6=CC=CC=C6)O)O)OC(=O)C7=CC=CC=C7)(CO4)OC(=O)C)O)C)OC(=O)C.